The task is: Binary Classification. Given two protein amino acid sequences, predict whether they physically interact or not.. This data is from Human Reference Interactome with 51,813 positive PPI pairs across 8,248 proteins, plus equal number of experimentally-validated negative pairs. (1) Protein 1 (ENSG00000172115) has sequence MGDVEKGKKIFIMKCSQCHTVEKGGKHKTGPNLHGLFGRKTGQAPGYSYTAANKNKGIIWGEDTLMEYLENPKKYIPGTKMIFVGIKKKEERADLIAYLKKATNE*MGDVEKGKKIFIMKCSQCHTVEKGGKHKTGPNLHGLFGRKTGQAPGYSYTAANKNKGIIWGEDTLMEYLENPKKYIPGTKMIFVGIKKKEERADLIAYLKK. Protein 2 (ENSG00000115718) has sequence MWQLTSLLLFVATWGISGTPAPLDSVFSSSERAHQVLRIRKRANSFLEELRHSSLERECIEEICDFEEAKEIFQNVDDTLAFWSKHVDGDQCLVLPLEHPCASLCCGHGTCIDGIGSFSCDCRSGWEGRFCQREVSFLNCSLDNGGCTHYCLEEVGWRRCSCAPGYKLGDDLLQCHPAVKFPCGRPWKRMEKKRSHLKRDTEDQEDQVDPRLIDGKMTRRGDSPWQVVLLDSKKKLACGAVLIHPSWVLTAAHCMDESKKLLVRLGEYDLRRWEKWELDLDIKEVFVHPNYSKSTTDNDI.... Result: 0 (the proteins do not interact). (2) Protein 1 (ENSG00000116667) has sequence MGCASAKHVATVQNEEEAQKGKNYQNGDVFGDEYRIKPVEEVKYMKNGAEEEQKIAARNQENLEKSASSNVRLKTNKEVPGLVHQPRANMHISESQQEFFRMLDEKIEKGRDYCSEEEDIT*MGCASAKHVATVQNEEEAQKGKNYQNGDVFGDEYRIKPVEEVKYMKNGAEEEQKIAARNQENLEKSASSNVRLKTNKEVPGLVHQPRAKYITIGKLKRKEKN*MGCASAKHVATVQNEEEAQKGKNYQNGDVFGGSNQWKRSNT*MGCASAKHVATVQNEEEAQKGKNYQNGDVFGDE.... Protein 2 (ENSG00000167208) has sequence MASPEHPGSPGCMGPITQCTARTQQEAPATGPDLPHPGPDGHLDTHSGLSSNSSMTTRELQQYWQNQKCRWKHVKLLFEIASARIEERKVSKFVMGKSRPGEMTYPGSRGETGTAPEPDPRCPRQSDML*MASPEHPGSPGCMGPITQCTARTQQEAPATGPDLPHPGPDGHLDTHSGLSSNSSMTTRELQQYWQNQKCRWKHVKLLFEIASARIEERKVSKFVVYQIIVIQTGSFDNNKAVLERRYSDFAKLQKALLKTFREEIEDVEFPRKHLTGNFAEEMICERRRALQEYLGLLYA.... Result: 0 (the proteins do not interact).